This data is from Full USPTO retrosynthesis dataset with 1.9M reactions from patents (1976-2016). The task is: Predict the reactants needed to synthesize the given product. Given the product [Br:1][C:2]1[CH:7]=[C:6]([CH3:8])[CH:5]=[C:4]([CH2:9][Br:10])[CH:3]=1, predict the reactants needed to synthesize it. The reactants are: [Br:1][C:2]1[CH:3]=[C:4]([CH3:9])[CH:5]=[C:6]([CH3:8])[CH:7]=1.[Br:10]N1C(=O)CCC1=O.